From a dataset of Catalyst prediction with 721,799 reactions and 888 catalyst types from USPTO. Predict which catalyst facilitates the given reaction. (1) Reactant: [NH2:1][C:2]1[CH:3]=[C:4]([C:12]([N:14]2[CH2:19][CH2:18][N:17]([CH2:20][CH3:21])[CH2:16][CH2:15]2)=O)[CH:5]=[C:6]([C:8]([F:11])([F:10])[F:9])[CH:7]=1.B.C1COCC1.Cl.O. Product: [CH2:20]([N:17]1[CH2:18][CH2:19][N:14]([CH2:12][C:4]2[CH:3]=[C:2]([NH2:1])[CH:7]=[C:6]([C:8]([F:9])([F:11])[F:10])[CH:5]=2)[CH2:15][CH2:16]1)[CH3:21]. The catalyst class is: 1. (2) Reactant: [CH3:1][C:2]1[CH:15]=[C:14]([N+:16]([O-])=O)[CH:13]=[CH:12][C:3]=1[O:4][CH2:5][CH2:6][N:7]1[CH2:11][CH2:10][CH2:9][CH2:8]1. Product: [CH3:1][C:2]1[CH:15]=[C:14]([CH:13]=[CH:12][C:3]=1[O:4][CH2:5][CH2:6][N:7]1[CH2:11][CH2:10][CH2:9][CH2:8]1)[NH2:16]. The catalyst class is: 19.